Dataset: Full USPTO retrosynthesis dataset with 1.9M reactions from patents (1976-2016). Task: Predict the reactants needed to synthesize the given product. (1) Given the product [CH2:13]([NH:16][C:2]1[CH:9]=[CH:8][C:5]([C:6]#[N:7])=[CH:4][C:3]=1[N+:10]([O-:12])=[O:11])[CH2:14][CH3:15], predict the reactants needed to synthesize it. The reactants are: Cl[C:2]1[CH:9]=[CH:8][C:5]([C:6]#[N:7])=[CH:4][C:3]=1[N+:10]([O-:12])=[O:11].[CH2:13]([NH2:16])[CH2:14][CH3:15]. (2) Given the product [C:22]([O:26][C:27]([NH:29][C@@H:30]([C:36]([N:11]([CH:12]1[CH2:13][CH2:14]1)[CH2:10][C:9]([NH:8][CH2:7][C:6]1[CH:16]=[C:2]([Cl:1])[CH:3]=[CH:4][C:5]=1[N:17]1[CH:21]=[N:20][N:19]=[N:18]1)=[O:15])=[O:37])[CH2:31][C:32]([CH3:35])([CH3:34])[CH3:33])=[O:28])([CH3:25])([CH3:24])[CH3:23], predict the reactants needed to synthesize it. The reactants are: [Cl:1][C:2]1[CH:3]=[CH:4][C:5]([N:17]2[CH:21]=[N:20][N:19]=[N:18]2)=[C:6]([CH:16]=1)[CH2:7][NH:8][C:9](=[O:15])[CH2:10][NH:11][CH:12]1[CH2:14][CH2:13]1.[C:22]([O:26][C:27]([NH:29][C@@H:30]([C:36](O)=[O:37])[CH2:31][C:32]([CH3:35])([CH3:34])[CH3:33])=[O:28])([CH3:25])([CH3:24])[CH3:23].C(Cl)CCl.C1C=NC2N(O)N=NC=2C=1. (3) Given the product [CH3:30][N:29]([CH3:34])[CH:24]([CH3:25])[C:23]([NH:22][C:17]1[C:18]2[C:19](=[O:21])[C:20]3[C:11](=[CH:10][CH:9]=[CH:8][C:7]=3[NH:6][C:4](=[O:5])[CH:3]([N:36]([CH3:37])[CH3:35])[CH3:2])[C:12](=[O:28])[C:13]=2[CH:14]=[CH:15][CH:16]=1)=[O:27], predict the reactants needed to synthesize it. The reactants are: Cl[CH2:2][CH2:3][C:4]([NH:6][C:7]1[C:20]2[C:19](=[O:21])[C:18]3[C:13](=[CH:14][CH:15]=[CH:16][C:17]=3[NH:22][C:23](=[O:27])[CH2:24][CH2:25]Cl)[C:12](=[O:28])[C:11]=2[CH:10]=[CH:9][CH:8]=1)=[O:5].[N:29]1[CH:34]=CC=C[CH:30]=1.[CH3:35][NH:36][CH3:37]. (4) Given the product [CH2:20]([N:8]1[C:9](=[O:14])[CH2:10][CH2:11][CH2:12][C:13]2[C:3]([O:2][CH3:1])=[C:4]([N+:15]([O-:17])=[O:16])[CH:5]=[CH:6][C:7]1=2)[CH3:21], predict the reactants needed to synthesize it. The reactants are: [CH3:1][O:2][C:3]1[C:13]2[CH2:12][CH2:11][CH2:10][C:9](=[O:14])[NH:8][C:7]=2[CH:6]=[CH:5][C:4]=1[N+:15]([O-:17])=[O:16].[H-].[Na+].[CH2:20](I)[CH3:21]. (5) Given the product [F:11][C:12]1[CH:19]=[CH:18][C:15]([CH2:16][NH:4][C:3]2[CH:5]=[CH:6][CH:7]=[CH:8][C:2]=2[C:1]([OH:10])=[O:9])=[CH:14][CH:13]=1, predict the reactants needed to synthesize it. The reactants are: [C:1]([OH:10])(=[O:9])[C:2]1[C:3](=[CH:5][CH:6]=[CH:7][CH:8]=1)[NH2:4].[F:11][C:12]1[CH:19]=[CH:18][C:15]([CH:16]=O)=[CH:14][CH:13]=1.C1(C)C=CC(S(O)(=O)=O)=CC=1.[BH4-].[Na+]. (6) Given the product [F:46][C:45]([F:48])([F:47])[C:43]([OH:49])=[O:44].[CH3:1][O:2][C:3]1[CH:4]=[C:5]2[C:9](=[CH:10][CH:11]=1)[NH:8][C:7](=[O:12])[C@:6]12[CH2:14][C@H:13]1[C:15]1[CH:23]=[C:22]2[C:18]([C:19]([C:24]3[CH:29]=[CH:28][C:27]([CH:30]4[CH2:35][CH2:34][NH:33][CH2:32][CH2:31]4)=[CH:26][CH:25]=3)=[N:20][NH:21]2)=[CH:17][CH:16]=1, predict the reactants needed to synthesize it. The reactants are: [CH3:1][O:2][C:3]1[CH:4]=[C:5]2[C:9](=[CH:10][CH:11]=1)[NH:8][C:7](=[O:12])[C@:6]12[CH2:14][C@H:13]1[C:15]1[CH:23]=[C:22]2[C:18]([C:19]([C:24]3[CH:29]=[CH:28][C:27]([CH:30]4[CH2:35][CH2:34][N:33](C(OC(C)(C)C)=O)[CH2:32][CH2:31]4)=[CH:26][CH:25]=3)=[N:20][NH:21]2)=[CH:17][CH:16]=1.[C:43]([OH:49])([C:45]([F:48])([F:47])[F:46])=[O:44].